From a dataset of Catalyst prediction with 721,799 reactions and 888 catalyst types from USPTO. Predict which catalyst facilitates the given reaction. (1) Reactant: [CH2:1]([CH:3]([N:6]1[CH:15]=[C:14]([C:16](O)=[O:17])[C:13]2[C:8](=[CH:9][C:10]([O:21][CH3:22])=[C:11]([O:19][CH3:20])[CH:12]=2)[C:7]1=[O:23])[CH2:4][CH3:5])[CH3:2].[CH:24]1([NH2:33])[C:32]2[C:27](=[CH:28][CH:29]=[CH:30][CH:31]=2)[CH2:26][CH2:25]1. Product: [CH:24]1([NH:33][C:16]([C:14]2[C:13]3[C:8](=[CH:9][C:10]([O:21][CH3:22])=[C:11]([O:19][CH3:20])[CH:12]=3)[C:7](=[O:23])[N:6]([CH:3]([CH2:1][CH3:2])[CH2:4][CH3:5])[CH:15]=2)=[O:17])[C:32]2[C:27](=[CH:28][CH:29]=[CH:30][CH:31]=2)[CH2:26][CH2:25]1. The catalyst class is: 820. (2) Reactant: Br[CH2:2][CH2:3][CH2:4][C:5]#[N:6].[Cl:7][C:8]1[CH:13]=[CH:12][C:11]([N:14]2[CH2:19][CH2:18][NH:17][CH2:16][CH2:15]2)=[CH:10][CH:9]=1.C(=O)([O-])[O-].[K+].[K+]. Product: [Cl:7][C:8]1[CH:9]=[CH:10][C:11]([N:14]2[CH2:19][CH2:18][N:17]([CH2:2][CH2:3][CH2:4][C:5]#[N:6])[CH2:16][CH2:15]2)=[CH:12][CH:13]=1. The catalyst class is: 35. (3) Reactant: [Cl:1][C:2]1[CH:27]=[C:26]([Cl:28])[CH:25]=[CH:24][C:3]=1[CH2:4][NH:5][C:6]1[N:11]2[N:12]=[CH:13][CH:14]=[C:10]2[N:9]=[C:8]([C:15]2[CH:20]=[CH:19][C:18]([N+:21]([O-])=O)=[CH:17][CH:16]=2)[CH:7]=1.C(=O)(O)[O-].[Na+]. Product: [NH2:21][C:18]1[CH:19]=[CH:20][C:15]([C:8]2[CH:7]=[C:6]([NH:5][CH2:4][C:3]3[CH:24]=[CH:25][C:26]([Cl:28])=[CH:27][C:2]=3[Cl:1])[N:11]3[N:12]=[CH:13][CH:14]=[C:10]3[N:9]=2)=[CH:16][CH:17]=1. The catalyst class is: 8. (4) Reactant: [C:1]([NH2:4])(=[S:3])[CH3:2].Br[CH2:6][C:7]([C:9]1[CH:18]=[CH:17][C:16]2[NH:15][C:14](=[O:19])[C:13]3[NH:20][CH:21]=[CH:22][C:12]=3[C:11]=2[CH:10]=1)=O.[CH2:23]([C:25]([O-:27])=[O:26])[CH3:24].C(N(CC)CC)C. Product: [CH3:2][C:1]1[S:3][CH:6]=[C:7]([C:9]2[CH:18]=[CH:17][C:16]3[NH:15][C:14](=[O:19])[C:13]4[NH:20][CH:21]=[CH:22][C:12]=4[C:11]=3[CH:10]=2)[N:4]=1.[CH2:23]([C:25]([O-:27])=[O:26])[CH3:24]. The catalyst class is: 8. (5) Reactant: [Cl:1][C:2]1[CH:7]=[CH:6][CH:5]=[C:4](I)[CH:3]=1.[CH2:9]([O:11][CH:12]([O:15][CH2:16][CH3:17])[C:13]#[CH:14])[CH3:10]. Product: [Cl:1][C:2]1[CH:7]=[CH:6][CH:5]=[C:4]([C:14]#[C:13][CH:12]([O:15][CH2:16][CH3:17])[O:11][CH2:9][CH3:10])[CH:3]=1. The catalyst class is: 66. (6) Reactant: Br[CH:2]1[CH2:6][CH2:5][N:4]([C:7]2[CH:8]=[N:9][N:10]([C:15]3[CH:20]=[CH:19][C:18]([F:21])=[CH:17][CH:16]=3)[C:11]=2[CH:12]([CH3:14])[CH3:13])[C:3]1=[O:22].[NH2:23][C:24]1[N:29]=[CH:28][N:27]=[C:26]2[NH:30][N:31]=[C:32]([C:33]#[N:34])[C:25]=12.C([O-])([O-])=O.[K+].[K+]. Product: [NH2:23][C:24]1[N:29]=[CH:28][N:27]=[C:26]2[N:30]([CH:2]3[CH2:6][CH2:5][N:4]([C:7]4[CH:8]=[N:9][N:10]([C:15]5[CH:20]=[CH:19][C:18]([F:21])=[CH:17][CH:16]=5)[C:11]=4[CH:12]([CH3:14])[CH3:13])[C:3]3=[O:22])[N:31]=[C:32]([C:33]#[N:34])[C:25]=12. The catalyst class is: 3. (7) Reactant: [N:1]1([C:7]([O:9][C:10]([CH3:13])([CH3:12])[CH3:11])=[O:8])[CH2:6][CH2:5][NH:4][CH2:3][CH2:2]1.[CH2:14]=O.[CH3:16][CH:17]([CH3:20])[CH:18]=[O:19]. Product: [CH3:16][C:17]([CH3:14])([CH:18]=[O:19])[CH2:20][N:4]1[CH2:5][CH2:6][N:1]([C:7]([O:9][C:10]([CH3:13])([CH3:12])[CH3:11])=[O:8])[CH2:2][CH2:3]1. The catalyst class is: 52. (8) Reactant: [F:1][C:2]1[C:9]([OH:10])=[CH:8][CH:7]=[C:6]([F:11])[C:3]=1[CH:4]=[O:5].Br[CH2:13][CH2:14][O:15][CH:16]1[CH2:21][CH2:20][CH2:19][CH2:18][O:17]1.C(=O)([O-])[O-].[K+].[K+].O. Product: [F:1][C:2]1[C:9]([O:10][CH2:13][CH2:14][O:15][CH:16]2[CH2:21][CH2:20][CH2:19][CH2:18][O:17]2)=[CH:8][CH:7]=[C:6]([F:11])[C:3]=1[CH:4]=[O:5]. The catalyst class is: 9. (9) Reactant: [NH2:1][C:2]1[C:3]([OH:13])=[C:4]([S:9]([NH2:12])(=[O:11])=[O:10])[C:5]([Cl:8])=[CH:6][CH:7]=1.[CH:14]([N:17]=[C:18]=[O:19])([CH3:16])[CH3:15]. Product: [NH2:12][S:9]([C:4]1[C:3]([OH:13])=[C:2]([NH:1][C:18]([NH:17][CH:14]([CH3:16])[CH3:15])=[O:19])[CH:7]=[CH:6][C:5]=1[Cl:8])(=[O:11])=[O:10]. The catalyst class is: 42. (10) Reactant: C([O:3][C:4](=[O:25])[CH:5]([C:12]1[CH:17]=[CH:16][C:15]([S:18]([CH2:21][C:22](=[O:24])[CH3:23])(=[O:20])=[O:19])=[CH:14][CH:13]=1)[CH2:6][CH:7]1[CH2:11][CH2:10][CH2:9][CH2:8]1)C.[OH-].[Na+]. Product: [CH:7]1([CH2:6][CH:5]([C:12]2[CH:17]=[CH:16][C:15]([S:18]([CH2:21][C:22](=[O:24])[CH3:23])(=[O:19])=[O:20])=[CH:14][CH:13]=2)[C:4]([OH:25])=[O:3])[CH2:11][CH2:10][CH2:9][CH2:8]1. The catalyst class is: 24.